This data is from Full USPTO retrosynthesis dataset with 1.9M reactions from patents (1976-2016). The task is: Predict the reactants needed to synthesize the given product. Given the product [CH2:1]([O:8][C:9]([N:11]1[CH2:16][CH2:15][CH:14]([N:17]2[CH2:22][CH2:21][CH2:20][CH2:19][C:18]2=[S:33])[CH2:13][CH2:12]1)=[O:10])[C:2]1[CH:7]=[CH:6][CH:5]=[CH:4][CH:3]=1, predict the reactants needed to synthesize it. The reactants are: [CH2:1]([O:8][C:9]([N:11]1[CH2:16][CH2:15][CH:14]([N:17]2[CH2:22][CH2:21][CH2:20][CH2:19][C:18]2=O)[CH2:13][CH2:12]1)=[O:10])[C:2]1[CH:7]=[CH:6][CH:5]=[CH:4][CH:3]=1.COC1C=CC(P2(SP(C3C=CC(OC)=CC=3)(=S)S2)=[S:33])=CC=1.